From a dataset of Catalyst prediction with 721,799 reactions and 888 catalyst types from USPTO. Predict which catalyst facilitates the given reaction. (1) The catalyst class is: 9. Reactant: [Cl:1][C:2]1[N:10]=[CH:9][CH:8]=[CH:7][C:3]=1[C:4]([OH:6])=O.ON1C2C=CC=CC=2N=N1.Cl.CN(C)CCCN=C=NCC.[C:33]([O:37][C:38](=[O:49])[NH:39][CH2:40][C:41]1[CH:46]=[CH:45][C:44]([CH2:47][NH2:48])=[CH:43][CH:42]=1)([CH3:36])([CH3:35])[CH3:34].CN1CCOCC1. Product: [C:33]([O:37][C:38](=[O:49])[NH:39][CH2:40][C:41]1[CH:42]=[CH:43][C:44]([CH2:47][NH:48][C:4]([C:3]2[C:2]([Cl:1])=[N:10][CH:9]=[CH:8][CH:7]=2)=[O:6])=[CH:45][CH:46]=1)([CH3:36])([CH3:34])[CH3:35]. (2) Reactant: [NH2:1][C:2]1[CH:3]=[CH:4][C:5]2[O:10][C@:9]([CH:12]([O:15][CH3:16])[O:13][CH3:14])([CH3:11])[C@H:8]([OH:17])[C@@H:7]([N:18]3[C:22]4[CH:23]=[CH:24][CH:25]=[CH:26][C:21]=4[O:20][C:19]3=[S:27])[C:6]=2[CH:28]=1.[C:29](OC(=O)C)(=[O:31])[CH3:30].C(N(CC)CC)C.C([O-])(O)=O.[Na+]. Product: [C:29]([NH:1][C:2]1[CH:3]=[CH:4][C:5]2[O:10][C@:9]([CH:12]([O:15][CH3:16])[O:13][CH3:14])([CH3:11])[C@H:8]([OH:17])[C@@H:7]([N:18]3[C:22]4[CH:23]=[CH:24][CH:25]=[CH:26][C:21]=4[O:20][C:19]3=[S:27])[C:6]=2[CH:28]=1)(=[O:31])[CH3:30]. The catalyst class is: 112.